Dataset: Forward reaction prediction with 1.9M reactions from USPTO patents (1976-2016). Task: Predict the product of the given reaction. (1) Given the reactants [Cr](O[Cr]([O-])(=O)=O)([O-])(=O)=O.[Na+].[Na+].[F:12][C:13]1[CH:18]=[C:17]([I:19])[CH:16]=[CH:15]C=1C.S(=O)(=O)(O)O.[C:26]([OH:29])(=[O:28])[CH3:27], predict the reaction product. The product is: [F:12][C:13]1[CH:18]=[C:17]([I:19])[CH:16]=[CH:15][C:27]=1[C:26]([OH:29])=[O:28]. (2) Given the reactants [C:9](O[C:9]([O:11][C:12]([CH3:15])([CH3:14])[CH3:13])=[O:10])([O:11][C:12]([CH3:15])([CH3:14])[CH3:13])=[O:10].[NH:16]1[CH2:21][CH2:20][CH:19]([CH2:22][CH2:23][CH2:24][OH:25])[CH2:18][CH2:17]1, predict the reaction product. The product is: [C:12]([O:11][C:9]([N:16]1[CH2:21][CH2:20][CH:19]([CH2:22][CH2:23][CH2:24][OH:25])[CH2:18][CH2:17]1)=[O:10])([CH3:13])([CH3:14])[CH3:15]. (3) Given the reactants Cl.[O:2]=[C:3]1[CH2:8][NH:7][CH2:6][CH2:5][N:4]1[C:9]1[CH:14]=[CH:13][CH:12]=[CH:11][C:10]=1/[CH:15]=[CH:16]/[C:17]([O:19][CH2:20][CH3:21])=[O:18].C(N(CC)CC)C.[CH3:29][O:30][C:31]1[CH:38]=[CH:37][C:34]([CH:35]=O)=[CH:33][CH:32]=1.C(O[BH-](OC(=O)C)OC(=O)C)(=O)C.[Na+], predict the reaction product. The product is: [CH3:29][O:30][C:31]1[CH:38]=[CH:37][C:34]([CH2:35][N:7]2[CH2:6][CH2:5][N:4]([C:9]3[CH:14]=[CH:13][CH:12]=[CH:11][C:10]=3/[CH:15]=[CH:16]/[C:17]([O:19][CH2:20][CH3:21])=[O:18])[C:3](=[O:2])[CH2:8]2)=[CH:33][CH:32]=1. (4) Given the reactants [NH2:1][C:2]1[CH:3]=[N:4][C:5]2[C:10]([C:11]=1[NH:12][CH2:13][CH:14]1[CH2:19][CH2:18][N:17]([C:20]([O:22][C:23]([CH3:26])([CH3:25])[CH3:24])=[O:21])[CH2:16][CH2:15]1)=[CH:9][CH:8]=[C:7]([Br:27])[CH:6]=2.[C:28](OC)(OC)(OC)[CH2:29][CH2:30][CH3:31], predict the reaction product. The product is: [Br:27][C:7]1[CH:8]=[CH:9][C:10]2[C:11]3[N:12]([CH2:13][CH:14]4[CH2:19][CH2:18][N:17]([C:20]([O:22][C:23]([CH3:24])([CH3:26])[CH3:25])=[O:21])[CH2:16][CH2:15]4)[C:28]([CH2:29][CH2:30][CH3:31])=[N:1][C:2]=3[CH:3]=[N:4][C:5]=2[CH:6]=1. (5) Given the reactants Cl[C:2]1[C:11]2[C:6](=[C:7]([F:12])[CH:8]=[CH:9][CH:10]=2)[N:5]=[C:4]([C:13]([C:15]2[CH:20]=[CH:19][C:18]([F:21])=[CH:17][CH:16]=2)=[O:14])[N:3]=1.[CH3:22][C:23]1[NH:27][N:26]=[C:25]([NH2:28])[CH:24]=1.CCN(C(C)C)C(C)C, predict the reaction product. The product is: [F:12][C:7]1[CH:8]=[CH:9][CH:10]=[C:11]2[C:6]=1[N:5]=[C:4]([C:13]([C:15]1[CH:20]=[CH:19][C:18]([F:21])=[CH:17][CH:16]=1)=[O:14])[N:3]=[C:2]2[NH:28][C:25]1[CH:24]=[C:23]([CH3:22])[NH:27][N:26]=1. (6) Given the reactants [OH:1][CH2:2][CH2:3][N:4]([CH2:12][CH2:13][N:14]1[CH2:19][CH2:18][S:17][C:16]2[CH:20]=[CH:21][C:22]([N+:24]([O-])=O)=[CH:23][C:15]1=2)[C:5](=[O:11])[O:6][C:7]([CH3:10])([CH3:9])[CH3:8].I.[S:28]1[CH:32]=[CH:31][CH:30]=[C:29]1[C:33](SC)=[NH:34], predict the reaction product. The product is: [OH:1][CH2:2][CH2:3][N:4]([CH2:12][CH2:13][N:14]1[CH2:19][CH2:18][S:17][C:16]2[CH:20]=[CH:21][C:22]([NH:24][C:33]([C:29]3[S:28][CH:32]=[CH:31][CH:30]=3)=[NH:34])=[CH:23][C:15]1=2)[C:5](=[O:11])[O:6][C:7]([CH3:10])([CH3:9])[CH3:8]. (7) Given the reactants [F:1][C:2]([F:25])([F:24])[C:3]1[CH:19]=[C:18]([C:20]([F:23])([F:22])[F:21])[CH:17]=[CH:16][C:4]=1[CH2:5][O:6][C:7]1[CH:14]=[CH:13][C:10]([CH:11]=O)=[CH:9][C:8]=1[Cl:15].[S:26]1[CH2:30][C:29](=[O:31])[NH:28][C:27]1=[O:32].N1CCCCC1, predict the reaction product. The product is: [F:25][C:2]([F:1])([F:24])[C:3]1[CH:19]=[C:18]([C:20]([F:23])([F:22])[F:21])[CH:17]=[CH:16][C:4]=1[CH2:5][O:6][C:7]1[CH:14]=[CH:13][C:10](/[CH:11]=[C:30]2/[C:29](=[O:31])[NH:28][C:27](=[O:32])[S:26]/2)=[CH:9][C:8]=1[Cl:15]. (8) Given the reactants [C:1](O)([C:14]1[CH:19]=[CH:18][CH:17]=[CH:16][CH:15]=1)([C:8]1[CH:13]=[CH:12][CH:11]=[CH:10][CH:9]=1)[C:2]1[CH:7]=[CH:6][CH:5]=[CH:4][CH:3]=1.[C:21]1([C:23](=[CH:25][CH:26]=[CH:27][CH:28]=1)[OH:24])[OH:22].C(Cl)(C1C=CC=CC=1)(C1C=CC=CC=1)C1C=CC=CC=1.[Cl-], predict the reaction product. The product is: [C:1]([C:26]1[CH:25]=[C:23]([OH:24])[C:21]([OH:22])=[CH:28][CH:27]=1)([C:14]1[CH:19]=[CH:18][CH:17]=[CH:16][CH:15]=1)([C:8]1[CH:13]=[CH:12][CH:11]=[CH:10][CH:9]=1)[C:2]1[CH:7]=[CH:6][CH:5]=[CH:4][CH:3]=1.